This data is from Forward reaction prediction with 1.9M reactions from USPTO patents (1976-2016). The task is: Predict the product of the given reaction. (1) Given the reactants [CH3:1][C:2]1[N:6]([CH2:7][CH2:8][CH2:9][NH2:10])[CH:5]=[N:4][CH:3]=1.[N:11]([C:14]1[C:19]([CH3:20])=[CH:18][C:17]([CH3:21])=[CH:16][C:15]=1[CH3:22])=[C:12]=[S:13], predict the reaction product. The product is: [C:15]1([CH3:22])[CH:16]=[C:17]([CH3:21])[CH:18]=[C:19]([CH3:20])[C:14]=1[NH:11][C:12]([NH:10][CH2:9][CH2:8][CH2:7][N:6]1[C:2]([CH3:1])=[CH:3][N:4]=[CH:5]1)=[S:13]. (2) The product is: [CH3:29][O:28][C:26](=[O:27])[CH2:25][C:22]1[CH:23]=[CH:24][C:19]([NH:18][C:10]2[C:11]3[CH2:16][CH2:15][CH2:14][C:12]=3[N:13]=[C:8]([C:5]3[CH:6]=[CH:7][C:2]([Br:1])=[CH:3][CH:4]=3)[N:9]=2)=[CH:20][CH:21]=1. Given the reactants [Br:1][C:2]1[CH:7]=[CH:6][C:5]([C:8]2[N:9]=[C:10](Cl)[C:11]3[CH2:16][CH2:15][CH2:14][C:12]=3[N:13]=2)=[CH:4][CH:3]=1.[NH2:18][C:19]1[CH:24]=[CH:23][C:22]([CH2:25][C:26]([O:28][CH3:29])=[O:27])=[CH:21][CH:20]=1.C(=O)([O-])[O-].[Cs+].[Cs+].C1C=CC(P(C2C(C3C(P(C4C=CC=CC=4)C4C=CC=CC=4)=CC=C4C=3C=CC=C4)=C3C(C=CC=C3)=CC=2)C2C=CC=CC=2)=CC=1, predict the reaction product. (3) Given the reactants [C:1]([O:5][C:6](=[O:11])[NH:7][CH2:8][CH2:9][OH:10])([CH3:4])([CH3:3])[CH3:2].[CH3:12][C:13]1[CH:18]=[CH:17][C:16]([S:19](Cl)(=[O:21])=[O:20])=[CH:15][CH:14]=1, predict the reaction product. The product is: [CH3:12][C:13]1[CH:18]=[CH:17][C:16]([S:19]([O:10][CH2:9][CH2:8][NH:7][C:6]([O:5][C:1]([CH3:4])([CH3:2])[CH3:3])=[O:11])(=[O:21])=[O:20])=[CH:15][CH:14]=1. (4) Given the reactants FC(F)(F)C(O)=O.[Cl:8][C:9]1[CH:14]=[CH:13][C:12]([C:15]2([C:37]#[N:38])[CH:19]([CH2:20][C:21]([CH3:24])([CH3:23])[CH3:22])[NH:18][CH:17]([C:25]([OH:27])=O)[CH:16]2[C:28]2[CH:33]=[C:32]([Cl:34])[CH:31]=[CH:30][C:29]=2[O:35][CH3:36])=[C:11]([F:39])[CH:10]=1.CC1(C)[O:45][C@@H:44]([CH2:46][CH2:47][NH2:48])[CH2:43][O:42]1.CN(C(ON1N=NC2C=CC=NC1=2)=[N+](C)C)C.F[P-](F)(F)(F)(F)F.CCN(C(C)C)C(C)C.Cl, predict the reaction product. The product is: [OH:45][C@H:44]([CH2:43][OH:42])[CH2:46][CH2:47][NH:48][C:25]([CH:17]1[CH:16]([C:28]2[CH:33]=[C:32]([Cl:34])[CH:31]=[CH:30][C:29]=2[O:35][CH3:36])[C:15]([C:12]2[CH:13]=[CH:14][C:9]([Cl:8])=[CH:10][C:11]=2[F:39])([C:37]#[N:38])[CH:19]([CH2:20][C:21]([CH3:24])([CH3:22])[CH3:23])[NH:18]1)=[O:27]. (5) Given the reactants C(N(CC)CC)C.[Cl:8][C:9]1[C:18]([N+:19]([O-:21])=[O:20])=[C:17]([NH:22][CH2:23][C:24]([CH3:27])([NH2:26])[CH3:25])[C:16]2[C:11](=[CH:12][CH:13]=[CH:14][CH:15]=2)[N:10]=1.[CH3:28][S:29](Cl)(=[O:31])=[O:30], predict the reaction product. The product is: [Cl:8][C:9]1[C:18]([N+:19]([O-:21])=[O:20])=[C:17]([NH:22][CH2:23][C:24]([NH:26][S:29]([CH3:28])(=[O:31])=[O:30])([CH3:27])[CH3:25])[C:16]2[C:11](=[CH:12][CH:13]=[CH:14][CH:15]=2)[N:10]=1. (6) Given the reactants C12(COC3C=CC(C(N)=O)=CC=3C3C(OC)=NC=CC=3)CC3CC(CC(C3)C1)C2.[C:30]12([CH2:40][O:41][C:42]3[C:50]([CH:51]4[CH2:53][CH2:52]4)=[CH:49][C:45]([C:46]([NH2:48])=[O:47])=[C:44]([F:54])[CH:43]=3)[CH2:39][CH:34]3[CH2:35][CH:36]([CH2:38][CH:32]([CH2:33]3)[CH2:31]1)[CH2:37]2.CS(Cl)(=O)=O.[CH:60]1([S:64](Cl)(=[O:66])=[O:65])[CH2:63][CH2:62][CH2:61]1, predict the reaction product. The product is: [C:30]12([CH2:40][O:41][C:42]3[C:50]([CH:51]4[CH2:52][CH2:53]4)=[CH:49][C:45]([C:46]([NH:48][S:64]([CH:60]4[CH2:63][CH2:62][CH2:61]4)(=[O:66])=[O:65])=[O:47])=[C:44]([F:54])[CH:43]=3)[CH2:37][CH:36]3[CH2:38][CH:32]([CH2:33][CH:34]([CH2:35]3)[CH2:39]1)[CH2:31]2.